From a dataset of Full USPTO retrosynthesis dataset with 1.9M reactions from patents (1976-2016). Predict the reactants needed to synthesize the given product. (1) Given the product [C:1]([N:4]1[C:13]2[C:12]3=[N:14][C:15]([CH3:18])=[C:16]([C:37]4[CH:42]=[CH:41][CH:40]=[CH:39][CH:38]=4)[N:11]3[CH:10]=[CH:9][C:8]=2[C@@H:7]([O:19][CH2:20][CH2:21][O:22][CH3:23])[C@H:6]([O:24][C:25](=[O:30])[C:26]([CH3:29])([CH3:28])[CH3:27])[C@H:5]1[C:31]1[CH:36]=[CH:35][CH:34]=[CH:33][CH:32]=1)(=[O:3])[CH3:2], predict the reactants needed to synthesize it. The reactants are: [C:1]([N:4]1[C:13]2[C:12]3=[N:14][C:15]([CH3:18])=[C:16](Br)[N:11]3[CH:10]=[CH:9][C:8]=2[C@@H:7]([O:19][CH2:20][CH2:21][O:22][CH3:23])[C@H:6]([O:24][C:25](=[O:30])[C:26]([CH3:29])([CH3:28])[CH3:27])[C@H:5]1[C:31]1[CH:36]=[CH:35][CH:34]=[CH:33][CH:32]=1)(=[O:3])[CH3:2].[C:37]1(B(O)O)[CH:42]=[CH:41][CH:40]=[CH:39][CH:38]=1.[F-].[K+].P(C(C)(C)C)(C(C)(C)C)C(C)(C)C. (2) The reactants are: O=[C:2]1[CH2:7][CH2:6][N:5]([C@H:8]([CH3:12])[CH2:9][C:10]#[N:11])[CH2:4][CH2:3]1.[CH3:13][S:14][C:15]1[CH:21]=[CH:20][C:18]([NH2:19])=[CH:17][CH:16]=1. Given the product [CH3:13][S:14][C:15]1[CH:21]=[CH:20][C:18]([NH:19][CH:2]2[CH2:7][CH2:6][N:5]([C@H:8]([CH3:12])[CH2:9][C:10]#[N:11])[CH2:4][CH2:3]2)=[CH:17][CH:16]=1, predict the reactants needed to synthesize it. (3) Given the product [CH2:34]([O:36][C:37]([C:39]1([C:42]2[CH:47]=[CH:46][C:45]([C:26]3[CH:27]=[CH:28][C:23]([C:22]4[O:21][N:20]=[C:19]([CH3:30])[C:18]=4[NH:17][C:16]([O:15][CH:13]([C:9]4[CH:10]=[CH:11][CH:12]=[C:7]([O:6][Si:5]([C:1]([CH3:4])([CH3:3])[CH3:2])([CH3:33])[CH3:32])[CH:8]=4)[CH3:14])=[O:31])=[CH:24][CH:25]=3)=[CH:44][CH:43]=2)[CH2:40][CH2:41]1)=[O:38])[CH3:35], predict the reactants needed to synthesize it. The reactants are: [C:1]([Si:5]([CH3:33])([CH3:32])[O:6][C:7]1[CH:8]=[C:9]([CH:13]([O:15][C:16](=[O:31])[NH:17][C:18]2[C:19]([CH3:30])=[N:20][O:21][C:22]=2[C:23]2[CH:28]=[CH:27][C:26](Br)=[CH:25][CH:24]=2)[CH3:14])[CH:10]=[CH:11][CH:12]=1)([CH3:4])([CH3:3])[CH3:2].[CH2:34]([O:36][C:37]([C:39]1([C:42]2[CH:47]=[CH:46][C:45](B3OC(C)(C)C(C)(C)O3)=[CH:44][CH:43]=2)[CH2:41][CH2:40]1)=[O:38])[CH3:35]. (4) Given the product [C:30]([O:1][CH:2]([CH2:18][CH2:19][CH2:20][CH2:21][CH2:22][CH3:23])[CH2:3][CH2:4][CH2:5][CH2:6][CH2:7][CH2:8][CH2:9][CH2:10][CH2:11][CH2:12][C:13]([O:15][CH2:16][CH3:17])=[O:14])(=[O:46])[CH2:31][CH2:32][CH2:33][CH2:34][CH2:35][CH2:36][CH2:37][CH2:38][CH2:39][CH2:40][CH2:41][CH2:42][CH2:43][CH2:44][CH3:45], predict the reactants needed to synthesize it. The reactants are: [OH:1][CH:2]([CH2:18][CH2:19][CH2:20][CH2:21][CH2:22][CH3:23])[CH2:3][CH2:4][CH2:5][CH2:6][CH2:7][CH2:8][CH2:9][CH2:10][CH2:11][CH2:12][C:13]([O:15][CH2:16][CH3:17])=[O:14].N1C=CC=CC=1.[C:30](Cl)(=[O:46])[CH2:31][CH2:32][CH2:33][CH2:34][CH2:35][CH2:36][CH2:37][CH2:38][CH2:39][CH2:40][CH2:41][CH2:42][CH2:43][CH2:44][CH3:45].O.